From a dataset of Reaction yield outcomes from USPTO patents with 853,638 reactions. Predict the reaction yield, written as a fraction of the theoretical maximum amount of product (1.0 means a 100% yield; for example, 0.34 means a 34% yield). (1) The reactants are [CH3:1][O:2][C:3]1[CH:4]=[C:5]([C:11](=[O:13])[CH3:12])[CH:6]=[CH:7][C:8]=1[O:9][CH3:10].[O:14]1[C:18]2[CH:19]=[CH:20][C:21]([C:23]3[CH:27]=[C:26]([CH:28]=O)[NH:25][N:24]=3)=[CH:22][C:17]=2[O:16][CH2:15]1.[OH-].[Na+]. The yield is 0.692. The product is [O:14]1[C:18]2[CH:19]=[CH:20][C:21]([C:23]3[CH:27]=[C:26](/[CH:28]=[CH:12]/[C:11]([C:5]4[CH:6]=[CH:7][C:8]([O:9][CH3:10])=[C:3]([O:2][CH3:1])[CH:4]=4)=[O:13])[NH:25][N:24]=3)=[CH:22][C:17]=2[O:16][CH2:15]1. The catalyst is C(O)C.C(OCC)(=O)C.CCCCCC. (2) The yield is 1.00. The product is [CH3:1][CH:2]([C:12]1[CH:13]=[CH:14][C:15]([CH2:18][O:19][CH2:20][CH2:21][O:22][CH2:23][CH2:24][O:25][CH2:26][CH2:27][O:28][CH2:29][CH2:30][OH:31])=[CH:16][CH:17]=1)[CH2:3][CH2:4][CH2:5][CH2:6][CH2:7][CH2:8][CH2:9][CH2:10][CH3:11]. The reactants are [CH3:1][CH:2]([C:12]1[CH:17]=[CH:16][C:15]([CH2:18][O:19][CH2:20][CH2:21][O:22][CH2:23][CH2:24][O:25][CH2:26][CH2:27][O:28][CH2:29][CH2:30][O:31]C2CCCCO2)=[CH:14][CH:13]=1)[CH2:3][CH2:4][CH2:5][CH2:6][CH2:7][CH2:8][CH2:9][CH2:10][CH3:11].CC1C=CC(S(O)(=O)=O)=CC=1.O. The catalyst is CO.